This data is from Forward reaction prediction with 1.9M reactions from USPTO patents (1976-2016). The task is: Predict the product of the given reaction. (1) Given the reactants [CH3:1][C:2]([CH3:9])([CH2:5][CH2:6][CH:7]=[CH2:8])[CH2:3][OH:4].Cl[C:11](Cl)([O:13]C(=O)OC(Cl)(Cl)Cl)Cl.CCN(C(C)C)C(C)C.[OH-].[Na+].[NH2:33][C@H:34]([C:39]([OH:41])=[O:40])[C:35]([CH3:38])([CH3:37])[CH3:36], predict the reaction product. The product is: [CH3:1][C:2]([CH3:9])([CH2:5][CH2:6][CH:7]=[CH2:8])[CH2:3][O:4][C:11]([NH:33][C@H:34]([C:39]([OH:41])=[O:40])[C:35]([CH3:38])([CH3:37])[CH3:36])=[O:13]. (2) Given the reactants [CH3:1][S:2]([NH:5][C:6]1[C:14]2[C:9](=[CH:10][CH:11]=[CH:12][CH:13]=2)[N:8]([CH2:15][C:16]([O:18][CH2:19][CH3:20])=[O:17])[CH:7]=1)(=[O:4])=[O:3].[C:21](O[C:21]([O:23][C:24]([CH3:27])([CH3:26])[CH3:25])=[O:22])([O:23][C:24]([CH3:27])([CH3:26])[CH3:25])=[O:22], predict the reaction product. The product is: [C:24]([O:23][C:21]([N:5]([C:6]1[C:14]2[C:9](=[CH:10][CH:11]=[CH:12][CH:13]=2)[N:8]([CH2:15][C:16]([O:18][CH2:19][CH3:20])=[O:17])[CH:7]=1)[S:2]([CH3:1])(=[O:3])=[O:4])=[O:22])([CH3:27])([CH3:26])[CH3:25].